This data is from Peptide-MHC class I binding affinity with 185,985 pairs from IEDB/IMGT. The task is: Regression. Given a peptide amino acid sequence and an MHC pseudo amino acid sequence, predict their binding affinity value. This is MHC class I binding data. (1) The peptide sequence is ISVQPLWEW. The MHC is HLA-A30:01 with pseudo-sequence HLA-A30:01. The binding affinity (normalized) is 0.0847. (2) The peptide sequence is HFDPRLLTAL. The MHC is HLA-B27:05 with pseudo-sequence HLA-B27:05. The binding affinity (normalized) is 0.